This data is from Forward reaction prediction with 1.9M reactions from USPTO patents (1976-2016). The task is: Predict the product of the given reaction. (1) Given the reactants O[C:2]1[C:10]2N=C(C)[N:7](C)[C:6]=2C=C[C:3]=1[CH2:13][O:14][CH3:15].[O:16]1[CH:18]2[CH2:19][C:20]3[C:25]([CH:17]12)=[CH:24][CH:23]=[CH:22][CH:21]=3.[CH2:26]([N:28]([CH2:31][CH3:32])[CH2:29][CH3:30])C.O.O.[C:35]([OH:40])(=[O:39])[C:36]([OH:38])=[O:37], predict the reaction product. The product is: [C:35]([OH:40])(=[O:39])[C:36]([OH:38])=[O:37].[OH:16][C@@H:18]1[CH2:19][C:20]2[C:25](=[CH:24][CH:23]=[CH:22][CH:21]=2)[C@H:17]1[O:37][C:10]1[C:6]2[N:7]=[C:31]([CH3:32])[N:28]([CH3:26])[C:29]=2[CH:30]=[C:3]([CH2:13][O:14][CH3:15])[CH:2]=1. (2) Given the reactants [N+:1]([C:4]1[CH:24]=[CH:23][CH:22]=[CH:21][C:5]=1[CH2:6][NH:7][CH:8]1[CH2:13][CH2:12][N:11]([C:14]([O:16][C:17]([CH3:20])([CH3:19])[CH3:18])=[O:15])[CH2:10][CH2:9]1)([O-])=O, predict the reaction product. The product is: [NH2:1][C:4]1[CH:24]=[CH:23][CH:22]=[CH:21][C:5]=1[CH2:6][NH:7][CH:8]1[CH2:13][CH2:12][N:11]([C:14]([O:16][C:17]([CH3:20])([CH3:18])[CH3:19])=[O:15])[CH2:10][CH2:9]1. (3) The product is: [CH:29]([N:26]1[CH2:27][CH2:28][CH:23]([CH2:22][C:19]2[N:18]=[C:17]([CH:16]=[CH:15][C:9]3[CH:8]=[C:7]([OH:6])[C:12]([OH:13])=[CH:11][CH:10]=3)[O:21][N:20]=2)[CH2:24][CH2:25]1)([CH3:31])[CH3:30]. Given the reactants B(Br)(Br)Br.C[O:6][C:7]1[CH:8]=[C:9]([CH:15]=[CH:16][C:17]2[O:21][N:20]=[C:19]([CH2:22][CH:23]3[CH2:28][CH2:27][N:26]([CH:29]([CH3:31])[CH3:30])[CH2:25][CH2:24]3)[N:18]=2)[CH:10]=[CH:11][C:12]=1[O:13]C, predict the reaction product. (4) Given the reactants CC1(C)[O:6][CH:5]([CH2:7][O:8][NH:9][C:10]([C:12]2[C:13]3[CH2:31][CH2:30][CH2:29][C:14]=3[C:15](=[O:28])[N:16]([CH3:27])[C:17]=2[NH:18][C:19]2[CH:24]=[CH:23][C:22]([I:25])=[CH:21][C:20]=2[F:26])=[O:11])[CH2:4][O:3]1.Cl, predict the reaction product. The product is: [OH:6][CH:5]([CH2:4][OH:3])[CH2:7][O:8][NH:9][C:10]([C:12]1[C:13]2[CH2:31][CH2:30][CH2:29][C:14]=2[C:15](=[O:28])[N:16]([CH3:27])[C:17]=1[NH:18][C:19]1[CH:24]=[CH:23][C:22]([I:25])=[CH:21][C:20]=1[F:26])=[O:11]. (5) The product is: [C:5]1([C:11]#[C:12][C:13]2[CH:14]=[C:15]([CH2:19][OH:20])[CH:16]=[N:17][CH:18]=2)[CH:10]=[CH:9][CH:8]=[CH:7][CH:6]=1. Given the reactants C([BH3-])#N.[Na+].[C:5]1([C:11]#[C:12][C:13]2[CH:14]=[C:15]([CH:19]=[O:20])[CH:16]=[N:17][CH:18]=2)[CH:10]=[CH:9][CH:8]=[CH:7][CH:6]=1, predict the reaction product. (6) Given the reactants C(O)(C(F)(F)F)=O.O[CH2:9][C:10]1[CH:15]=[CH:14][C:13]([O:16][C:17](=[O:26])[N:18]([CH3:25])[C:19]2[CH:24]=[CH:23][CH:22]=[CH:21][CH:20]=2)=[CH:12][CH:11]=1.[NH:27]1[CH:31]=[N:30][CH:29]=[N:28]1, predict the reaction product. The product is: [N:27]1([CH2:9][C:10]2[CH:15]=[CH:14][C:13]([O:16][C:17](=[O:26])[N:18]([CH3:25])[C:19]3[CH:24]=[CH:23][CH:22]=[CH:21][CH:20]=3)=[CH:12][CH:11]=2)[CH:31]=[N:30][CH:29]=[N:28]1. (7) The product is: [CH3:19][O:20][C:21]1[CH:28]=[CH:27][C:24]([CH2:25][N:16]2[CH2:17][CH2:18][CH:13]([NH:12][C:4]3[O:5][C:6]4[CH:7]=[N:8][CH:9]=[CH:10][C:11]=4[N:3]=3)[CH2:14][CH2:15]2)=[CH:23][C:22]=1[O:29][CH2:30][CH2:31][CH3:32]. Given the reactants Cl.Cl.[N:3]1[C:11]2[CH:10]=[CH:9][N:8]=[CH:7][C:6]=2[O:5][C:4]=1[NH:12][CH:13]1[CH2:18][CH2:17][NH:16][CH2:15][CH2:14]1.[CH3:19][O:20][C:21]1[CH:28]=[CH:27][C:24]([CH:25]=O)=[CH:23][C:22]=1[O:29][CH2:30][CH2:31][CH3:32].C([BH3-])#N.[Na+].C(N(C(C)C)C(C)C)C, predict the reaction product.